The task is: Predict the reactants needed to synthesize the given product.. This data is from Full USPTO retrosynthesis dataset with 1.9M reactions from patents (1976-2016). (1) The reactants are: [I-].[Na+].C([O-])(O)=O.[Na+].Cl[CH:9]([CH3:27])[C:10]([NH:12][CH2:13][CH2:14][NH:15][C:16]1[CH:21]=[CH:20][CH:19]=[C:18]([O:22][C:23]([F:26])([F:25])[F:24])[CH:17]=1)=[O:11]. Given the product [CH3:27][CH:9]1[N:15]([C:16]2[CH:21]=[CH:20][CH:19]=[C:18]([O:22][C:23]([F:26])([F:25])[F:24])[CH:17]=2)[CH2:14][CH2:13][NH:12][C:10]1=[O:11], predict the reactants needed to synthesize it. (2) Given the product [CH3:5][C:3]([C:6]1[CH:7]=[C:8]([CH:12]=[CH:13][CH:14]=1)[C:9]([OH:11])=[O:10])([CH3:4])[CH:1]=[O:34], predict the reactants needed to synthesize it. The reactants are: [C:1]([C:3]([C:6]1[CH:7]=[C:8]([CH:12]=[CH:13][CH:14]=1)[C:9]([OH:11])=[O:10])([CH3:5])[CH3:4])#N.CCCCCC.[H-].C([Al+]CC(C)C)C(C)C.Cl.C(OCC)(=[O:34])C. (3) Given the product [Cl:1][C:2]1[CH:3]=[C:4]([C:15]2[CH:14]=[C:13]3[C:18](=[CH:17][CH:16]=2)[NH:10][C:11](=[O:26])[C:12]23[CH2:22][CH2:21][CH2:20][CH2:19]2)[CH:5]=[CH:6][C:7]=1[F:8], predict the reactants needed to synthesize it. The reactants are: [Cl:1][C:2]1[CH:3]=[C:4](Br)[CH:5]=[CH:6][C:7]=1[F:8].[NH:10]1[C:18]2[C:13](=[CH:14][CH:15]=[CH:16][CH:17]=2)[C:12]2([CH:22](B(O)O)[CH2:21][CH2:20][CH2:19]2)[C:11]1=[O:26].C(=O)([O-])[O-].[Na+].[Na+].[OH-].[Na+]. (4) Given the product [CH:1]([C:4]([NH:6][C:7]1[C:12]([C:13]2[CH:18]=[C:17]([Cl:19])[CH:16]=[C:15]([Cl:20])[C:14]=2[Cl:21])=[N:11][CH:10]=[C:9]([NH2:22])[N:8]=1)=[O:5])([CH3:3])[CH3:2], predict the reactants needed to synthesize it. The reactants are: [CH:1]([C:4]([NH:6][C:7]1[C:12]([C:13]2[CH:18]=[C:17]([Cl:19])[CH:16]=[C:15]([Cl:20])[C:14]=2[Cl:21])=[N:11][CH:10]=[C:9]([NH:22]C(=O)C)[N:8]=1)=[O:5])([CH3:3])[CH3:2]. (5) Given the product [ClH:21].[NH2:7][C:8]1([C:11]2[O:15][N:14]=[C:13]([CH2:16][CH:17]([OH:19])[CH3:18])[N:12]=2)[CH2:10][CH2:9]1, predict the reactants needed to synthesize it. The reactants are: C(OC(=O)[NH:7][C:8]1([C:11]2[O:15][N:14]=[C:13]([CH2:16][CH:17]([OH:19])[CH3:18])[N:12]=2)[CH2:10][CH2:9]1)(C)(C)C.[ClH:21].O1CCOCC1. (6) Given the product [CH3:24][C:25]([CH3:29])([CH3:28])[C:26]#[C:27][C:2]1[CH:3]=[CH:4][C:5]([C:8]([NH:10][S:11]([C:14]2[CH:19]=[CH:18][CH:17]=[CH:16][C:15]=2[S:20](=[O:23])(=[O:22])[NH2:21])(=[O:13])=[O:12])=[O:9])=[N:6][CH:7]=1, predict the reactants needed to synthesize it. The reactants are: Br[C:2]1[CH:3]=[CH:4][C:5]([C:8]([NH:10][S:11]([C:14]2[CH:19]=[CH:18][CH:17]=[CH:16][C:15]=2[S:20](=[O:23])(=[O:22])[NH2:21])(=[O:13])=[O:12])=[O:9])=[N:6][CH:7]=1.[CH3:24][C:25]([CH3:29])([CH3:28])[C:26]#[CH:27]. (7) The reactants are: Cl[C:2]1[N:7]=[C:6]([C:8]2[C:9]([CH:30]3[CH2:32][CH2:31]3)=[N:10][C:11]([N:16]3[CH2:21][CH2:20][N:19]([C:22]([CH:24]4[CH2:26][CH2:25]4)=[O:23])[C@H:18]([CH:27]4[CH2:29][CH2:28]4)[CH2:17]3)=[C:12]([CH:15]=2)[C:13]#[N:14])[CH:5]=[CH:4][N:3]=1.[NH3:33].CO. Given the product [NH2:33][C:2]1[N:7]=[C:6]([C:8]2[C:9]([CH:30]3[CH2:32][CH2:31]3)=[N:10][C:11]([N:16]3[CH2:21][CH2:20][N:19]([C:22]([CH:24]4[CH2:26][CH2:25]4)=[O:23])[C@H:18]([CH:27]4[CH2:29][CH2:28]4)[CH2:17]3)=[C:12]([CH:15]=2)[C:13]#[N:14])[CH:5]=[CH:4][N:3]=1, predict the reactants needed to synthesize it. (8) Given the product [CH:35]1([CH2:38][N:11]2[C:12]3[C:17](=[CH:16][C:15]([C:19]([N:21]4[CH2:22][CH2:23][CH:24]([N:27]5[CH2:31][CH2:30][CH2:29][CH2:28]5)[CH2:25][CH2:26]4)=[O:20])=[CH:14][CH:13]=3)[CH:18]=[C:10]2[C:8]([N:5]2[CH2:6][CH2:7][C:2]([F:1])([F:32])[CH2:3][CH2:4]2)=[O:9])[CH2:37][CH2:36]1, predict the reactants needed to synthesize it. The reactants are: [F:1][C:2]1([F:32])[CH2:7][CH2:6][N:5]([C:8]([C:10]2[NH:11][C:12]3[C:17]([CH:18]=2)=[CH:16][C:15]([C:19]([N:21]2[CH2:26][CH2:25][CH:24]([N:27]4[CH2:31][CH2:30][CH2:29][CH2:28]4)[CH2:23][CH2:22]2)=[O:20])=[CH:14][CH:13]=3)=[O:9])[CH2:4][CH2:3]1.[H-].[Na+].[CH:35]1([CH2:38]Br)[CH2:37][CH2:36]1.